From a dataset of NCI-60 drug combinations with 297,098 pairs across 59 cell lines. Regression. Given two drug SMILES strings and cell line genomic features, predict the synergy score measuring deviation from expected non-interaction effect. Drug 1: CN(C)N=NC1=C(NC=N1)C(=O)N. Drug 2: CC1=C(N=C(N=C1N)C(CC(=O)N)NCC(C(=O)N)N)C(=O)NC(C(C2=CN=CN2)OC3C(C(C(C(O3)CO)O)O)OC4C(C(C(C(O4)CO)O)OC(=O)N)O)C(=O)NC(C)C(C(C)C(=O)NC(C(C)O)C(=O)NCCC5=NC(=CS5)C6=NC(=CS6)C(=O)NCCC[S+](C)C)O. Cell line: HS 578T. Synergy scores: CSS=14.4, Synergy_ZIP=-7.41, Synergy_Bliss=-4.26, Synergy_Loewe=-21.1, Synergy_HSA=-5.13.